Task: Regression. Given two drug SMILES strings and cell line genomic features, predict the synergy score measuring deviation from expected non-interaction effect.. Dataset: NCI-60 drug combinations with 297,098 pairs across 59 cell lines Drug 1: CCC1=C2CN3C(=CC4=C(C3=O)COC(=O)C4(CC)O)C2=NC5=C1C=C(C=C5)O. Drug 2: CS(=O)(=O)CCNCC1=CC=C(O1)C2=CC3=C(C=C2)N=CN=C3NC4=CC(=C(C=C4)OCC5=CC(=CC=C5)F)Cl. Cell line: BT-549. Synergy scores: CSS=7.04, Synergy_ZIP=-6.29, Synergy_Bliss=-1.05, Synergy_Loewe=-8.85, Synergy_HSA=-0.819.